This data is from NCI-60 drug combinations with 297,098 pairs across 59 cell lines. The task is: Regression. Given two drug SMILES strings and cell line genomic features, predict the synergy score measuring deviation from expected non-interaction effect. (1) Drug 1: CCC(=C(C1=CC=CC=C1)C2=CC=C(C=C2)OCCN(C)C)C3=CC=CC=C3.C(C(=O)O)C(CC(=O)O)(C(=O)O)O. Drug 2: CCCCC(=O)OCC(=O)C1(CC(C2=C(C1)C(=C3C(=C2O)C(=O)C4=C(C3=O)C=CC=C4OC)O)OC5CC(C(C(O5)C)O)NC(=O)C(F)(F)F)O. Cell line: HT29. Synergy scores: CSS=31.6, Synergy_ZIP=1.68, Synergy_Bliss=6.02, Synergy_Loewe=-19.2, Synergy_HSA=3.03. (2) Drug 2: CCCS(=O)(=O)NC1=C(C(=C(C=C1)F)C(=O)C2=CNC3=C2C=C(C=N3)C4=CC=C(C=C4)Cl)F. Synergy scores: CSS=-1.39, Synergy_ZIP=0.568, Synergy_Bliss=0.477, Synergy_Loewe=-3.55, Synergy_HSA=-3.07. Drug 1: CC12CCC(CC1=CCC3C2CCC4(C3CC=C4C5=CN=CC=C5)C)O. Cell line: HOP-62. (3) Drug 1: C1=CC(=CC=C1CCC2=CNC3=C2C(=O)NC(=N3)N)C(=O)NC(CCC(=O)O)C(=O)O. Drug 2: C1CCC(C(C1)N)N.C(=O)(C(=O)[O-])[O-].[Pt+4]. Cell line: 786-0. Synergy scores: CSS=26.4, Synergy_ZIP=-12.1, Synergy_Bliss=-11.4, Synergy_Loewe=-6.46, Synergy_HSA=-5.32. (4) Drug 1: C1=CC(=CC=C1CC(C(=O)O)N)N(CCCl)CCCl.Cl. Drug 2: C1=CC(=CC=C1CCCC(=O)O)N(CCCl)CCCl. Cell line: MCF7. Synergy scores: CSS=28.1, Synergy_ZIP=-10.8, Synergy_Bliss=-3.90, Synergy_Loewe=-3.02, Synergy_HSA=-0.522. (5) Drug 1: C1CN1C2=NC(=NC(=N2)N3CC3)N4CC4. Drug 2: CC1C(C(CC(O1)OC2CC(CC3=C2C(=C4C(=C3O)C(=O)C5=C(C4=O)C(=CC=C5)OC)O)(C(=O)CO)O)N)O.Cl. Cell line: NCI/ADR-RES. Synergy scores: CSS=26.6, Synergy_ZIP=-3.11, Synergy_Bliss=2.25, Synergy_Loewe=-3.79, Synergy_HSA=1.86.